Dataset: Catalyst prediction with 721,799 reactions and 888 catalyst types from USPTO. Task: Predict which catalyst facilitates the given reaction. (1) Reactant: [N:1]([C:4]1[C:9]([N+:10]([O-])=O)=[CH:8][C:7]([O:13][CH3:14])=[C:6]([O:15][CH3:16])[N:5]=1)=[N+]=[N-].[CH3:17]O. Product: [CH3:16][O:15][C:6]1[N:5]=[C:4]2[N:1]=[CH:17][NH:10][C:9]2=[CH:8][C:7]=1[O:13][CH3:14]. The catalyst class is: 45. (2) Reactant: [Cl:1][C:2]1[CH:3]=[C:4]([C@H:8]([OH:39])[CH2:9][NH:10][C:11]2[CH:16]=[CH:15][NH:14][C:13](=[O:17])[C:12]=2[C:18]2[NH:19][C:20]3[C:28]([N:29]=2)=[CH:27][C:26]2[C:25](=[O:30])[N:24]([CH:31]4[CH2:36][CH2:35][N:34]([CH3:37])[CH2:33][CH2:32]4)[C:23](=O)[C:22]=2[CH:21]=3)[CH:5]=[CH:6][CH:7]=1. Product: [Cl:1][C:2]1[CH:3]=[C:4]([C@H:8]([OH:39])[CH2:9][NH:10][C:11]2[CH:16]=[CH:15][NH:14][C:13](=[O:17])[C:12]=2[C:18]2[NH:29][C:28]3[C:20](=[CH:21][C:22]4[CH2:23][N:24]([CH:31]5[CH2:36][CH2:35][N:34]([CH3:37])[CH2:33][CH2:32]5)[C:25](=[O:30])[C:26]=4[CH:27]=3)[N:19]=2)[CH:5]=[CH:6][CH:7]=1. The catalyst class is: 565. (3) Reactant: [CH3:1][O:2][C:3](=[O:42])[CH2:4][CH2:5][NH:6][C:7](=[O:41])[C:8]1[CH:13]=[CH:12][C:11]([CH:14]([O:19][C:20]2[CH:25]=[CH:24][C:23]([C:26]3[CH:31]=[CH:30][C:29]([CH:32]([CH3:34])[CH3:33])=[CH:28][CH:27]=3)=[C:22]([CH:35]3OCCC[O:36]3)[CH:21]=2)[CH2:15][CH:16]([CH3:18])[CH3:17])=[CH:10][CH:9]=1.Cl.[OH-].[Na+]. The catalyst class is: 1. Product: [CH3:1][O:2][C:3](=[O:42])[CH2:4][CH2:5][NH:6][C:7](=[O:41])[C:8]1[CH:13]=[CH:12][C:11]([CH:14]([O:19][C:20]2[CH:25]=[CH:24][C:23]([C:26]3[CH:31]=[CH:30][C:29]([CH:32]([CH3:33])[CH3:34])=[CH:28][CH:27]=3)=[C:22]([CH:35]=[O:36])[CH:21]=2)[CH2:15][CH:16]([CH3:18])[CH3:17])=[CH:10][CH:9]=1.[CH:35]([C:22]1[CH:21]=[C:20]([O:19][CH:14]([C:11]2[CH:12]=[CH:13][C:8]([C:7]([NH:6][CH2:5][CH2:4][C:3]([OH:42])=[O:2])=[O:41])=[CH:9][CH:10]=2)[CH2:15][CH:16]([CH3:17])[CH3:18])[CH:25]=[CH:24][C:23]=1[C:26]1[CH:31]=[CH:30][C:29]([CH:32]([CH3:34])[CH3:33])=[CH:28][CH:27]=1)=[O:36].